This data is from Reaction yield outcomes from USPTO patents with 853,638 reactions. The task is: Predict the reaction yield, written as a fraction of the theoretical maximum amount of product (1.0 means a 100% yield; for example, 0.34 means a 34% yield). The reactants are [CH2:1]([O:4][C:5](=[O:24])[NH:6][C:7]1[CH:12]=[CH:11][CH:10]=[C:9]([C:13](=[O:22])[CH2:14][C:15]2[CH:20]=[CH:19][N:18]=[C:17]([Cl:21])[N:16]=2)[C:8]=1[F:23])[CH:2]=[CH2:3].C1C(=O)N([Br:32])C(=O)C1.O. The catalyst is CC(N(C)C)=O. The product is [CH2:1]([O:4][C:5](=[O:24])[NH:6][C:7]1[CH:12]=[CH:11][CH:10]=[C:9]([C:13](=[O:22])[CH:14]([Br:32])[C:15]2[CH:20]=[CH:19][N:18]=[C:17]([Cl:21])[N:16]=2)[C:8]=1[F:23])[CH:2]=[CH2:3]. The yield is 0.990.